This data is from Full USPTO retrosynthesis dataset with 1.9M reactions from patents (1976-2016). The task is: Predict the reactants needed to synthesize the given product. (1) Given the product [Cl:12][C:7]1[CH:8]=[CH:9][CH:10]=[CH:11][C:6]=1[NH:5][C:3](=[O:4])[CH2:2][N:18]1[CH2:17][C@H:16]([CH3:20])[NH:15][C@H:14]([CH3:13])[CH2:19]1, predict the reactants needed to synthesize it. The reactants are: Cl[CH2:2][C:3]([NH:5][C:6]1[CH:11]=[CH:10][CH:9]=[CH:8][C:7]=1[Cl:12])=[O:4].[CH3:13][C@H:14]1[CH2:19][NH:18][CH2:17][C@@H:16]([CH3:20])[NH:15]1.C(=O)([O-])O.[Na+]. (2) Given the product [F:1][C:2]1[CH:7]=[CH:6][C:5]([CH2:8][CH2:9][N:10]2[CH2:15][CH2:14][C:13]([CH3:18])([CH3:17])[CH:12]([CH2:19][NH2:20])[CH2:11]2)=[CH:4][CH:3]=1, predict the reactants needed to synthesize it. The reactants are: [F:1][C:2]1[CH:7]=[CH:6][C:5]([CH2:8][CH2:9][N:10]2[C:15](=O)[CH2:14][C:13]([CH3:18])([CH3:17])[CH:12]([C:19]#[N:20])[C:11]2=O)=[CH:4][CH:3]=1.B.O1CCCC1.Cl. (3) Given the product [F:15][C:16]1[CH:17]=[CH:18][C:19]([C:22]([CH3:27])([CH3:26])[C:23]([CH:2]([C:3]([O:5][CH2:6][CH3:7])=[O:4])[C:1]([O:9][CH2:10][CH3:11])=[O:8])=[O:24])=[CH:20][CH:21]=1, predict the reactants needed to synthesize it. The reactants are: [C:1]([O:9][CH2:10][CH3:11])(=[O:8])[CH2:2][C:3]([O:5][CH2:6][CH3:7])=[O:4].[Mg+2].[Cl-].[Cl-].[F:15][C:16]1[CH:21]=[CH:20][C:19]([C:22]([CH3:27])([CH3:26])[C:23](O)=[O:24])=[CH:18][CH:17]=1. (4) The reactants are: COC(=O)[CH:4]([C:7]1[S:8][C:9]([Br:12])=[CH:10][CH:11]=1)[CH:5]=O.Cl.[Cl:15][C:16]1[CH:21]=[CH:20][CH:19]=[CH:18][C:17]=1[NH:22][NH2:23].[CH3:24][OH:25]. Given the product [Br:12][C:9]1[S:8][C:7]([C:4]2[N:22]([C:17]3[CH:18]=[CH:19][CH:20]=[CH:21][C:16]=3[Cl:15])[N:23]=[C:24]([OH:25])[CH:5]=2)=[CH:11][CH:10]=1, predict the reactants needed to synthesize it. (5) Given the product [NH2:8][CH2:7][CH2:6][CH2:5][N:9]1[CH2:5][CH2:6][CH2:7][NH:8][CH:10]1[CH3:11], predict the reactants needed to synthesize it. The reactants are: NCCC[CH:5]([NH2:9])[CH2:6][CH2:7][NH2:8].[CH:10](=O)[CH3:11].